From a dataset of Full USPTO retrosynthesis dataset with 1.9M reactions from patents (1976-2016). Predict the reactants needed to synthesize the given product. (1) Given the product [F:1][C:2]1[CH:10]=[CH:9][CH:8]=[C:7]2[C:3]=1[C:4]([CH2:11][NH:14][CH3:13])=[CH:5][NH:6]2, predict the reactants needed to synthesize it. The reactants are: [F:1][C:2]1[CH:10]=[CH:9][CH:8]=[C:7]2[C:3]=1[C:4]([CH:11]=O)=[CH:5][NH:6]2.[CH3:13][N:14]1C2C(=CC=CC=2)C(C)=C1C=O. (2) Given the product [ClH:30].[Br:1][C:2]1[C:3]2[C:7]([C:8]([F:11])=[CH:9][CH:10]=1)=[N:6][N:5]1[C:12]([CH:17]3[CH2:22][CH2:21][NH:20][CH2:19][CH2:18]3)=[CH:13][C:14](=[O:16])[NH:15][C:4]=21, predict the reactants needed to synthesize it. The reactants are: [Br:1][C:2]1[C:3]2[C:7]([C:8]([F:11])=[CH:9][CH:10]=1)=[N:6][N:5]1[C:12]([CH:17]3[CH2:22][CH2:21][N:20](C(OC(C)(C)C)=O)[CH2:19][CH2:18]3)=[CH:13][C:14](=[O:16])[NH:15][C:4]=21.[ClH:30]. (3) Given the product [OH:4][CH2:3][C@H:2]([NH:1][C:8](=[O:9])[O:10][CH2:11][C:12]1[CH:17]=[CH:16][CH:15]=[CH:14][CH:13]=1)[C:5](=[O:7])[C:18]1[CH:23]=[CH:22][CH:21]=[CH:20][CH:19]=1, predict the reactants needed to synthesize it. The reactants are: [NH:1]([C:8]([O:10][CH2:11][C:12]1[CH:17]=[CH:16][CH:15]=[CH:14][CH:13]=1)=[O:9])[C@H:2]([C:5]([OH:7])=O)[CH2:3][OH:4].[C:18]1([Mg]Br)[CH:23]=[CH:22][CH:21]=[CH:20][CH:19]=1.Cl.CCCCCC. (4) Given the product [CH2:3]([O:10][C:11]1[CH:12]=[C:13]([N:17]2[CH2:27][CH2:26][CH2:25][CH:19]([C:20]([OH:22])=[O:21])[CH2:18]2)[CH:14]=[CH:15][CH:16]=1)[C:4]1[CH:5]=[CH:6][CH:7]=[CH:8][CH:9]=1, predict the reactants needed to synthesize it. The reactants are: [OH-].[Na+].[CH2:3]([O:10][C:11]1[CH:12]=[C:13]([N:17]2[CH2:27][CH2:26][CH2:25][CH:19]([C:20]([O:22]CC)=[O:21])[CH2:18]2)[CH:14]=[CH:15][CH:16]=1)[C:4]1[CH:9]=[CH:8][CH:7]=[CH:6][CH:5]=1. (5) Given the product [Cl:1][C:2]1[CH:13]=[C:12]([C:17]#[C:16][C:15](=[O:19])[NH:49][CH:48]([C:50]2[CH:55]=[CH:54][CH:53]=[C:52]([C:56]([F:57])([F:58])[F:59])[CH:51]=2)[C:47]([F:61])([F:60])[F:46])[CH:11]=[CH:10][C:3]=1[C:4]([NH:6][CH:7]1[CH2:9][CH2:8]1)=[O:5], predict the reactants needed to synthesize it. The reactants are: [Cl:1][C:2]1[CH:13]=[C:12](I)[CH:11]=[CH:10][C:3]=1[C:4]([NH:6][CH:7]1[CH2:9][CH2:8]1)=[O:5].[C:15]([OH:19])(=O)[C:16]#[CH:17].C(NC(C)C)(C)C.O.[Cl-].COC1N=C(OC)N=C([N+]2(C)CCOCC2)N=1.[F:46][C:47]([F:61])([F:60])[CH:48]([C:50]1[CH:55]=[CH:54][CH:53]=[C:52]([C:56]([F:59])([F:58])[F:57])[CH:51]=1)[NH2:49].Cl. (6) Given the product [CH3:23][O:13][C:12](=[O:14])[C:11]1[CH:15]=[CH:16][CH:17]=[C:9]([C:1](=[O:8])[C:2]2[CH:3]=[CH:4][CH:5]=[CH:6][CH:7]=2)[CH:10]=1, predict the reactants needed to synthesize it. The reactants are: [C:1]([C:9]1[CH:10]=[C:11]([CH:15]=[CH:16][CH:17]=1)[C:12]([OH:14])=[O:13])(=[O:8])[C:2]1[CH:7]=[CH:6][CH:5]=[CH:4][CH:3]=1.OS(O)(=O)=O.[CH3:23]O. (7) Given the product [Cl:3][C:4]1[C:9]([O:10][CH3:11])=[CH:8][C:7]([O:12][CH3:13])=[C:6]([Cl:14])[C:5]=1[C:15]1[C:24]2[N:23]=[C:22]([N:25]([CH2:27][CH2:28][N:29]([CH3:31])[CH3:30])[CH3:26])[CH:21]=[N:20][C:19]=2[C:18]([C:32]([OH:34])=[O:1])=[CH:17][CH:16]=1, predict the reactants needed to synthesize it. The reactants are: [OH-:1].[K+].[Cl:3][C:4]1[C:9]([O:10][CH3:11])=[CH:8][C:7]([O:12][CH3:13])=[C:6]([Cl:14])[C:5]=1[C:15]1[C:24]2[N:23]=[C:22]([N:25]([CH2:27][CH2:28][N:29]([CH3:31])[CH3:30])[CH3:26])[CH:21]=[N:20][C:19]=2[C:18]([C:32]#N)=[CH:17][CH:16]=1.[OH2:34]. (8) Given the product [CH3:23][C@@H:5]([C:6](=[O:22])[N:7]1[CH2:12][CH2:11][C:10]2[S:13][CH:14]=[CH:15][C:9]=2[CH:8]1[C:16]1[CH:17]=[CH:18][CH:19]=[CH:20][CH:21]=1)[CH2:4][C:3]([OH:24])=[O:2], predict the reactants needed to synthesize it. The reactants are: C[O:2][C:3](=[O:24])[CH2:4][C@@H:5]([CH3:23])[C:6](=[O:22])[N:7]1[CH2:12][CH2:11][C:10]2[S:13][CH:14]=[CH:15][C:9]=2[CH:8]1[C:16]1[CH:21]=[CH:20][CH:19]=[CH:18][CH:17]=1.[Li+].[OH-].CC(=O)OCC. (9) Given the product [C:1]([O:5][C:6]([N:8]1[CH2:13][CH2:12][C:11](=[CH:24][C:23]([O:26][CH:17]([C:15]#[N:16])[CH3:18])=[O:25])[CH2:10][CH2:9]1)=[O:7])([CH3:4])([CH3:3])[CH3:2], predict the reactants needed to synthesize it. The reactants are: [C:1]([O:5][C:6]([N:8]1[CH2:13][CH2:12][C:11](=O)[CH2:10][CH2:9]1)=[O:7])([CH3:4])([CH3:3])[CH3:2].[C:15]([CH2:17][C:18](OCC)=O)#[N:16].[C:23]([O-:26])(=[O:25])[CH3:24].[NH4+].C(O)(=O)C.